From a dataset of Full USPTO retrosynthesis dataset with 1.9M reactions from patents (1976-2016). Predict the reactants needed to synthesize the given product. (1) Given the product [CH2:1]([O:8][C:9]1[C:10]([C:41]2[C:40]3[C:45]4=[C:36]([CH2:35][CH2:34][O:33][C:44]4=[CH:43][CH:42]=2)[CH:37]=[CH:38][N:39]=3)=[C:11]([CH:16]([O:21][C:22]([CH3:25])([CH3:24])[CH3:23])[C:17]([O:19][CH3:20])=[O:18])[C:12]([CH3:15])=[CH:13][CH:14]=1)[C:2]1[CH:7]=[CH:6][CH:5]=[CH:4][CH:3]=1, predict the reactants needed to synthesize it. The reactants are: [CH2:1]([O:8][C:9]1[C:10](Br)=[C:11]([CH:16]([O:21][C:22]([CH3:25])([CH3:24])[CH3:23])[C:17]([O:19][CH3:20])=[O:18])[C:12]([CH3:15])=[CH:13][CH:14]=1)[C:2]1[CH:7]=[CH:6][CH:5]=[CH:4][CH:3]=1.C(=O)([O-])[O-].[K+].[K+].[O:33]1[C:44]2[C:45]3[C:40]([C:41](B(O)O)=[CH:42][CH:43]=2)=[N:39][CH:38]=[CH:37][C:36]=3[CH2:35][CH2:34]1. (2) Given the product [Br:15][C:4]1[CH2:5][CH:6]2[C:11]([CH3:12])([CH3:13])[O:10][C:9](=[O:14])[NH:8][C:7]2=[C:2]([F:1])[CH:3]=1, predict the reactants needed to synthesize it. The reactants are: [F:1][C:2]1[CH:3]=[CH:4][CH2:5][CH:6]2[C:11]([CH3:13])([CH3:12])[O:10][C:9](=[O:14])[NH:8][C:7]=12.[Br:15]Br. (3) Given the product [ClH:12].[OH:4][C@@H:2]([CH2:1][O:5][C:6]1[CH:11]=[CH:10][CH:9]=[C:8]([Cl:12])[C:7]=1[C:13]#[N:14])[CH2:3][NH:27][C:16]([CH3:26])([CH3:15])[CH2:17][C:18]1[CH:23]=[CH:22][C:21]([O:24][CH3:25])=[CH:20][CH:19]=1, predict the reactants needed to synthesize it. The reactants are: [CH2:1]([O:5][C:6]1[CH:11]=[CH:10][CH:9]=[C:8]([Cl:12])[C:7]=1[C:13]#[N:14])[C@@H:2]1[O:4][CH2:3]1.[CH3:15][C:16]([NH2:27])([CH3:26])[CH2:17][C:18]1[CH:23]=[CH:22][C:21]([O:24][CH3:25])=[CH:20][CH:19]=1. (4) Given the product [C:12]1([CH3:22])[CH:13]=[CH:14][C:15]([S:18]([NH:1][CH2:2][CH2:3][CH2:4][C:5]([O:7][CH2:10][CH:9]=[CH2:8])=[O:6])(=[O:20])=[O:21])=[CH:16][CH:17]=1, predict the reactants needed to synthesize it. The reactants are: [NH2:1][CH2:2][CH2:3][CH2:4][C:5]([OH:7])=[O:6].[CH2:8](O)[CH:9]=[CH2:10].[C:12]1([CH3:22])[CH:17]=[CH:16][C:15]([S:18]([OH:21])(=[O:20])=O)=[CH:14][CH:13]=1.